This data is from Acute oral toxicity (LD50) regression data from Zhu et al.. The task is: Regression/Classification. Given a drug SMILES string, predict its toxicity properties. Task type varies by dataset: regression for continuous values (e.g., LD50, hERG inhibition percentage) or binary classification for toxic/non-toxic outcomes (e.g., AMES mutagenicity, cardiotoxicity, hepatotoxicity). Dataset: ld50_zhu. (1) The compound is CCCc1c(OCc2cccn3c(=O)c(CCC(=O)O)cnc23)ccc(C(C)=O)c1O. The rat oral LD50 is 2.03, given as -log10 of the dose in mol/kg body weight (higher means more acutely toxic). (2) The drug is O=[N+]([O-])c1ccc(F)cc1F. The rat oral LD50 is 2.90, given as -log10 of the dose in mol/kg body weight (higher means more acutely toxic). (3) The molecule is COP(N)(=O)SC. The rat oral LD50 is 4.28, given as -log10 of the dose in mol/kg body weight (higher means more acutely toxic). (4) The drug is Cc1ccc(Cc2ccc(C)cc2)cc1. The rat oral LD50 is 2.06, given as -log10 of the dose in mol/kg body weight (higher means more acutely toxic). (5) The compound is CCCCC(O)(Cn1cncn1)c1ccc(Cl)cc1Cl. The rat oral LD50 is 2.16, given as -log10 of the dose in mol/kg body weight (higher means more acutely toxic). (6) The drug is CCCC(=O)N(C)C(=O)Oc1cc(C)cc(C(C)C)c1. The rat oral LD50 is 2.36, given as -log10 of the dose in mol/kg body weight (higher means more acutely toxic). (7) The compound is OCCNCCO. The rat oral LD50 is 2.17, given as -log10 of the dose in mol/kg body weight (higher means more acutely toxic). (8) The rat oral LD50 is 4.02, given as -log10 of the dose in mol/kg body weight (higher means more acutely toxic). The molecule is Cc1c(Cl)c(Br)cc2[nH]c(C(F)(F)F)nc12. (9) The molecule is CNN=Nc1ccc(Br)cc1. The rat oral LD50 is 2.66, given as -log10 of the dose in mol/kg body weight (higher means more acutely toxic). (10) The compound is CC(OP(C)(=O)F)C(C)(C)C. The rat oral LD50 is 5.66, given as -log10 of the dose in mol/kg body weight (higher means more acutely toxic).